This data is from Catalyst prediction with 721,799 reactions and 888 catalyst types from USPTO. The task is: Predict which catalyst facilitates the given reaction. Reactant: [CH3:1][N:2]1[C:6]2[CH:7]=[CH:8][C:9]([C:12]([O:14]C)=[O:13])=[C:10]([CH3:11])[C:5]=2[N:4]=[CH:3]1. Product: [CH3:1][N:2]1[C:6]2[CH:7]=[CH:8][C:9]([C:12]([OH:14])=[O:13])=[C:10]([CH3:11])[C:5]=2[N:4]=[CH:3]1. The catalyst class is: 273.